This data is from Forward reaction prediction with 1.9M reactions from USPTO patents (1976-2016). The task is: Predict the product of the given reaction. (1) Given the reactants [Cl:1][C:2]1[CH:29]=[CH:28][CH:27]=[C:26]([F:30])[C:3]=1[CH2:4][NH:5][C:6]1[CH:11]=[CH:10][N:9]=[CH:8][C:7]=1[S:12]([NH:15][C:16]1[CH:21]=[CH:20][C:19]([O:22][CH3:23])=[C:18]([O:24][CH3:25])[CH:17]=1)(=[O:14])=[O:13].[C:31](N1C=CN=C1)(N1C=CN=C1)=[O:32], predict the reaction product. The product is: [Cl:1][C:2]1[CH:29]=[CH:28][CH:27]=[C:26]([F:30])[C:3]=1[CH2:4][N:5]1[C:6]2[CH:11]=[CH:10][N:9]=[CH:8][C:7]=2[S:12](=[O:14])(=[O:13])[N:15]([C:16]2[CH:21]=[CH:20][C:19]([O:22][CH3:23])=[C:18]([O:24][CH3:25])[CH:17]=2)[C:31]1=[O:32]. (2) Given the reactants [C:1]([Si:5]1([C:40]([CH3:43])([CH3:42])[CH3:41])[O:10][C@H:9]2[C@H:11]([O:14][C:15]3[N:16]([CH2:32][O:33][CH2:34][CH2:35][Si:36]([CH3:39])([CH3:38])[CH3:37])[C:17]4[C:18]([N:31]=3)=[N:19][C:20]([C:24]3[CH:29]=[CH:28][C:27](Br)=[CH:26][CH:25]=3)=[C:21]([Cl:23])[CH:22]=4)[CH2:12][O:13][C@@H:8]2[CH2:7][O:6]1)([CH3:4])([CH3:3])[CH3:2].[B:44]1([B:44]2[O:48][C:47]([CH3:50])([CH3:49])[C:46]([CH3:52])([CH3:51])[O:45]2)[O:48][C:47]([CH3:50])([CH3:49])[C:46]([CH3:52])([CH3:51])[O:45]1.C([O-])(=O)C.[K+], predict the reaction product. The product is: [C:1]([Si:5]1([C:40]([CH3:43])([CH3:42])[CH3:41])[O:10][C@H:9]2[C@H:11]([O:14][C:15]3[N:16]([CH2:32][O:33][CH2:34][CH2:35][Si:36]([CH3:39])([CH3:38])[CH3:37])[C:17]4[C:18]([N:31]=3)=[N:19][C:20]([C:24]3[CH:29]=[CH:28][C:27]([B:44]5[O:48][C:47]([CH3:50])([CH3:49])[C:46]([CH3:52])([CH3:51])[O:45]5)=[CH:26][CH:25]=3)=[C:21]([Cl:23])[CH:22]=4)[CH2:12][O:13][C@@H:8]2[CH2:7][O:6]1)([CH3:4])([CH3:3])[CH3:2]. (3) Given the reactants Br[C:2]1[CH:7]=[CH:6][C:5]([N+:8]([O-:10])=[O:9])=[CH:4][N:3]=1.[CH2:11]([OH:15])[CH2:12][C:13]#[CH:14].C(N(CC)CC)C, predict the reaction product. The product is: [N+:8]([C:5]1[CH:6]=[CH:7][C:2]([C:14]#[C:13][CH2:12][CH2:11][OH:15])=[N:3][CH:4]=1)([O-:10])=[O:9].